From a dataset of Catalyst prediction with 721,799 reactions and 888 catalyst types from USPTO. Predict which catalyst facilitates the given reaction. (1) Reactant: Cl.[NH2:2][CH2:3][CH2:4][O:5][C:6]1[CH:7]=[C:8]([CH:11]=[CH:12][CH:13]=1)[C:9]#[N:10].[CH3:14][O:15][C:16]1[CH:17]=[C:18]([CH:30]=[CH:31][C:32]=1[O:33][CH3:34])[C:19]([C:21]1[CH:29]=[CH:28][C:24]([C:25](O)=[O:26])=[CH:23][CH:22]=1)=[O:20].ON1C2C=CC=CC=2N=N1.C(N(CC)CC)C.Cl.CN(C)CCCN=C=NCC. Product: [C:9]([C:8]1[CH:7]=[C:6]([CH:13]=[CH:12][CH:11]=1)[O:5][CH2:4][CH2:3][NH:2][C:25](=[O:26])[C:24]1[CH:28]=[CH:29][C:21]([C:19](=[O:20])[C:18]2[CH:30]=[CH:31][C:32]([O:33][CH3:34])=[C:16]([O:15][CH3:14])[CH:17]=2)=[CH:22][CH:23]=1)#[N:10]. The catalyst class is: 9. (2) Reactant: C([O:8][C:9]1[CH:14]=[CH:13][N:12]([CH2:15][CH:16]2[CH2:18][CH2:17]2)[C:11](=[O:19])[C:10]=1[C:20]([F:23])([F:22])[F:21])C1C=CC=CC=1. Product: [CH:16]1([CH2:15][N:12]2[CH:13]=[CH:14][C:9]([OH:8])=[C:10]([C:20]([F:21])([F:22])[F:23])[C:11]2=[O:19])[CH2:18][CH2:17]1. The catalyst class is: 63. (3) Reactant: [CH2:1]=[C:2]1[CH2:11][CH2:10][C:5]2([O:9][CH2:8][CH2:7][O:6]2)[CH2:4][CH2:3]1.Br[C:13]1[N:18]2[N:19]=[C:20]([NH:22][C:23]3[CH:28]=[CH:27][C:26]([C:29]([F:32])([F:31])[F:30])=[CH:25][CH:24]=3)[N:21]=[C:17]2[CH:16]=[CH:15][CH:14]=1.ClCCl.C(=O)([O-])[O-].[K+].[K+]. Product: [O:9]1[C:5]2([CH2:10][CH2:11][CH:2]([CH2:1][C:13]3[N:18]4[N:19]=[C:20]([NH:22][C:23]5[CH:28]=[CH:27][C:26]([C:29]([F:30])([F:31])[F:32])=[CH:25][CH:24]=5)[N:21]=[C:17]4[CH:16]=[CH:15][CH:14]=3)[CH2:3][CH2:4]2)[O:6][CH2:7][CH2:8]1. The catalyst class is: 9. (4) Reactant: [C:1]([O:4][C@@H:5]1[C@H:9]([O:10][C:11](=[O:13])[CH3:12])[C@@H:8]([CH2:14][O:15][C:16](=[O:18])[CH3:17])[O:7][C@H:6]1[N:19]1[C:29]2[N:28]=[C:26]([NH2:27])[NH:25][C:23](=[O:24])[C:22]=2[N:21]=[CH:20]1)(=[O:3])[CH3:2].C=O.[CH3:32][C:33]1[CH:38]=[CH:37][C:36]([SH:39])=[CH:35][CH:34]=1.[C:40](O)(=O)C. Product: [C:1]([O:4][C@@H:5]1[C@H:9]([O:10][C:11](=[O:13])[CH3:12])[C@@H:8]([CH2:14][O:15][C:16](=[O:18])[CH3:17])[O:7][C@H:6]1[N:19]1[C:29]2[N:28]=[C:26]([NH:27][CH2:40][S:39][C:36]3[CH:37]=[CH:38][C:33]([CH3:32])=[CH:34][CH:35]=3)[NH:25][C:23](=[O:24])[C:22]=2[N:21]=[CH:20]1)(=[O:3])[CH3:2]. The catalyst class is: 8.